Dataset: Reaction yield outcomes from USPTO patents with 853,638 reactions. Task: Predict the reaction yield, written as a fraction of the theoretical maximum amount of product (1.0 means a 100% yield; for example, 0.34 means a 34% yield). (1) The reactants are [F:1][C:2]1[CH:7]=[C:6]([CH2:8]O)[CH:5]=[C:4]([NH:10][CH2:11][C:12]2[CH:17]=[CH:16][C:15]([O:18][CH3:19])=[CH:14][CH:13]=2)[N:3]=1.C(N(CC)CC)C.CS(Cl)(=O)=O.[CH3:32][C:33]1[CH:34]=[C:35]([CH:49]=[C:50]([CH3:52])[CH:51]=1)[C:36]([C:38]1[NH:43][C:42](=[O:44])[NH:41][C:40](=[O:45])[C:39]=1[CH:46]([CH3:48])[CH3:47])=[O:37].C(=O)([O-])[O-].[K+].[K+].[I-].[Li+]. The catalyst is C(Cl)(Cl)Cl.CN(C=O)C. The product is [CH3:52][C:50]1[CH:49]=[C:35]([CH:34]=[C:33]([CH3:32])[CH:51]=1)[C:36]([C:38]1[N:43]([CH2:8][C:6]2[CH:5]=[C:4]([NH:10][CH2:11][C:12]3[CH:17]=[CH:16][C:15]([O:18][CH3:19])=[CH:14][CH:13]=3)[N:3]=[C:2]([F:1])[CH:7]=2)[C:42](=[O:44])[NH:41][C:40](=[O:45])[C:39]=1[CH:46]([CH3:48])[CH3:47])=[O:37]. The yield is 0.560. (2) The reactants are Br[C:2]1[CH:3]=[N:4][CH:5]=[C:6]([N:10]2[CH2:21][CH2:20][N:19]3[C:12](=[CH:13][C:14]4[CH2:15][C:16]([CH3:23])([CH3:22])[CH2:17][C:18]=43)[C:11]2=[O:24])[C:7]=1[CH:8]=[O:9].[CH3:25][O:26][CH2:27][CH2:28][N:29]1[CH2:34][CH2:33][N:32]2[N:35]=[C:36]([NH:38][C:39]3[C:40](=[O:55])[N:41]([CH3:54])[CH:42]=[C:43](B4OC(C)(C)C(C)(C)O4)[CH:44]=3)[CH:37]=[C:31]2[CH2:30]1.C([O-])(=O)C.[Na+].[O-]P([O-])([O-])=O.[K+].[K+].[K+]. The catalyst is C1C=CC(P(C2C=CC=CC=2)[C-]2C=CC=C2)=CC=1.C1C=CC(P(C2C=CC=CC=2)[C-]2C=CC=C2)=CC=1.Cl[Pd]Cl.[Fe+2].C(#N)C.O. The product is [CH3:22][C:16]1([CH3:23])[CH2:15][C:14]2[CH:13]=[C:12]3[N:19]([CH2:20][CH2:21][N:10]([C:6]4[CH:5]=[N:4][CH:3]=[C:2]([C:43]5[CH:44]=[C:39]([NH:38][C:36]6[CH:37]=[C:31]7[CH2:30][N:29]([CH2:28][CH2:27][O:26][CH3:25])[CH2:34][CH2:33][N:32]7[N:35]=6)[C:40](=[O:55])[N:41]([CH3:54])[CH:42]=5)[C:7]=4[CH:8]=[O:9])[C:11]3=[O:24])[C:18]=2[CH2:17]1. The yield is 0.320. (3) The reactants are [Si]([O:8][CH:9]([C:28]([F:31])([F:30])[F:29])[CH2:10][C:11]([C:14]1[CH:19]=[CH:18][CH:17]=[CH:16][C:15]=1[S:20]([N:23]=[CH:24][N:25]([CH3:27])[CH3:26])(=[O:22])=[O:21])([CH3:13])[CH3:12])(C(C)(C)C)(C)C.CCCC[N+](CCCC)(CCCC)CCCC.[F-]. The catalyst is C1COCC1. The product is [CH3:27][N:25]([CH3:26])[CH:24]=[N:23][S:20]([C:15]1[CH:16]=[CH:17][CH:18]=[CH:19][C:14]=1[C:11]([CH3:12])([CH3:13])[CH2:10][CH:9]([OH:8])[C:28]([F:29])([F:30])[F:31])(=[O:22])=[O:21]. The yield is 0.590. (4) The reactants are [CH3:1][C:2]1[C:3]([Se:16][C:17]#[C:18][C:19]2[CH:28]=[CH:27][C:22]([C:23]([O:25]C)=[O:24])=[CH:21][CH:20]=2)=[CH:4][C:5]2[C:6]([CH3:15])([CH3:14])[CH2:7][CH2:8][C:9]([CH3:13])([CH3:12])[C:10]=2[CH:11]=1.CCCCCCC. The catalyst is C1COCC1.[OH-].[Na+]. The product is [CH3:1][C:2]1[C:3]([Se:16][C:17]#[C:18][C:19]2[CH:20]=[CH:21][C:22]([C:23]([OH:25])=[O:24])=[CH:27][CH:28]=2)=[CH:4][C:5]2[C:6]([CH3:15])([CH3:14])[CH2:7][CH2:8][C:9]([CH3:12])([CH3:13])[C:10]=2[CH:11]=1. The yield is 0.800. (5) The reactants are [NH:1]1[C:9]2[C:4](=[CH:5][CH:6]=[CH:7][CH:8]=2)[C:3]([CH:10]=[O:11])=[CH:2]1.[Cl:12][C:13]1[CH:18]=[CH:17][C:16]([S:19](Cl)(=[O:21])=[O:20])=[CH:15][CH:14]=1.C(N(C(C)C)CC)(C)C.C(=O)([O-])O.[Na+]. The catalyst is C(Cl)Cl. The product is [Cl:12][C:13]1[CH:18]=[CH:17][C:16]([S:19]([N:1]2[C:9]3[C:4](=[CH:5][CH:6]=[CH:7][CH:8]=3)[C:3]([CH:10]=[O:11])=[CH:2]2)(=[O:21])=[O:20])=[CH:15][CH:14]=1. The yield is 0.890. (6) The reactants are [OH:1][C:2]1[CH:7]=[CH:6][C:5]([C:8](=[C:19]2[CH2:24][C:23]([CH3:26])([CH3:25])[O:22][C:21]([CH3:28])([CH3:27])[CH2:20]2)[C:9]2[CH:18]=[CH:17][C:12]([C:13]([O:15]C)=[O:14])=[CH:11][CH:10]=2)=[CH:4][CH:3]=1.[OH-].[Na+]. The catalyst is C1COCC1.CCO. The product is [OH:1][C:2]1[CH:3]=[CH:4][C:5]([C:8](=[C:19]2[CH2:20][C:21]([CH3:28])([CH3:27])[O:22][C:23]([CH3:26])([CH3:25])[CH2:24]2)[C:9]2[CH:18]=[CH:17][C:12]([C:13]([OH:15])=[O:14])=[CH:11][CH:10]=2)=[CH:6][CH:7]=1. The yield is 0.830. (7) The reactants are [S:1]([O:8][C:9]1[C:13]2[N:14]=[C:15]([N:22]3[CH2:27][CH2:26][N:25]([C:28]4[CH:33]=[CH:32][C:31]([Cl:34])=[CH:30][CH:29]=4)[CH2:24][CH2:23]3)[N:16]=[C:17]([NH:18][CH2:19][CH2:20][CH3:21])[C:12]=2[S:11][CH:10]=1)([C:4]([F:7])([F:6])[F:5])(=[O:3])=[O:2].[BH4-].[Na+]. The catalyst is CO. The product is [S:1]([O:8][CH:9]1[C:13]2[N:14]=[C:15]([N:22]3[CH2:27][CH2:26][N:25]([C:28]4[CH:29]=[CH:30][C:31]([Cl:34])=[CH:32][CH:33]=4)[CH2:24][CH2:23]3)[N:16]=[C:17]([NH:18][CH2:19][CH2:20][CH3:21])[C:12]=2[S:11][CH2:10]1)([C:4]([F:6])([F:5])[F:7])(=[O:3])=[O:2]. The yield is 0.200. (8) The reactants are [F:1][C:2]([F:41])([F:40])[C:3]1[CH:4]=[C:5]([CH2:13][N:14]([CH3:39])[C:15]([N:17]2[CH2:30][CH2:29][C@:20]3([NH:24][CH:23]([C:25]([O:27]C)=O)[CH2:22][CH2:21]3)[CH2:19][C@@H:18]2[C:31]2[CH:36]=[CH:35][C:34]([F:37])=[CH:33][C:32]=2[CH3:38])=[O:16])[CH:6]=[C:7]([C:9]([F:12])([F:11])[F:10])[CH:8]=1.CO.[NH3:44]. The product is [F:1][C:2]([F:40])([F:41])[C:3]1[CH:4]=[C:5]([CH2:13][N:14]([CH3:39])[C:15]([N:17]2[CH2:30][CH2:29][C@:20]3([NH:24][C@@H:23]([C:25]([NH2:44])=[O:27])[CH2:22][CH2:21]3)[CH2:19][C@@H:18]2[C:31]2[CH:36]=[CH:35][C:34]([F:37])=[CH:33][C:32]=2[CH3:38])=[O:16])[CH:6]=[C:7]([C:9]([F:12])([F:11])[F:10])[CH:8]=1. The yield is 0.870. No catalyst specified. (9) The reactants are C([Si]([O:8]/[C:9](/[C:12]1[CH:21]=[CH:20][C:19]2[C:14](=[CH:15][CH:16]=[CH:17][CH:18]=2)[CH:13]=1)=[CH:10]\[CH3:11])(C)C)(C)(C)C.CC[C@@H]1[C@@H]2C[C@H]([C@@H](OC3C4C(=CC=CC=4)C(O[C@@H](C4C=CN=C5C=4C=C(OC)C=C5)[C@@H]4N5C[C@H](CC)[C@@H](CC5)C4)=NN=3)C3C=CN=C4C=3C=C([O:43]C)C=C4)N(CC2)C1.CS(N)(=O)=O. The catalyst is C(O)(C)(C)C.O. The product is [OH:43][C@H:10]([CH3:11])[C:9]([C:12]1[CH:21]=[CH:20][C:19]2[C:14](=[CH:15][CH:16]=[CH:17][CH:18]=2)[CH:13]=1)=[O:8]. The yield is 0.800.